The task is: Predict the reactants needed to synthesize the given product.. This data is from Full USPTO retrosynthesis dataset with 1.9M reactions from patents (1976-2016). (1) Given the product [CH2:1]([O:3][C:4]1[CH:9]=[CH:8][C:7]([C:10]2[CH:11]=[C:12]3[C:16](=[CH:17][CH:18]=2)[C:15](=[O:19])[O:14][CH2:13]3)=[C:6]([OH:20])[C:5]=1[O:24][CH3:25])[CH3:2], predict the reactants needed to synthesize it. The reactants are: [CH2:1]([O:3][C:4]1[CH:9]=[CH:8][C:7]([C:10]2[CH:11]=[C:12]3[C:16](=[CH:17][CH:18]=2)[C:15](=[O:19])[O:14][CH2:13]3)=[C:6]([O:20]COC)[C:5]=1[O:24][CH3:25])[CH3:2].Cl. (2) Given the product [Br:1][C:2]1[CH:3]=[C:4]([CH:8]=[C:9]([C:11]2[CH:16]=[CH:15][C:14]([CH3:17])=[CH:13][N:12]=2)[CH:10]=1)[C:5]([NH:27][C@@H:25]([C:22]1[CH:21]=[N:20][C:19]([CH3:18])=[N:24][CH:23]=1)[CH3:26])=[O:7], predict the reactants needed to synthesize it. The reactants are: [Br:1][C:2]1[CH:3]=[C:4]([CH:8]=[C:9]([C:11]2[CH:16]=[CH:15][C:14]([CH3:17])=[CH:13][N:12]=2)[CH:10]=1)[C:5]([OH:7])=O.[CH3:18][C:19]1[N:24]=[CH:23][C:22]([C@H:25]([NH2:27])[CH3:26])=[CH:21][N:20]=1.F[P-](F)(F)(F)(F)F.C[N+](C)=C(N(C)C)ON1C2N=CC=CC=2N=N1.C(N(CC)C(C)C)(C)C. (3) Given the product [I:15][C:7]1[CH:8]=[C:9]2[C:14](=[C:5]([C:3]([OH:4])=[O:2])[CH:6]=1)[O:13][CH2:12][CH:11]=[CH:10]2, predict the reactants needed to synthesize it. The reactants are: C[O:2][C:3]([C:5]1[CH:6]=[C:7]([I:15])[CH:8]=[C:9]2[C:14]=1[O:13][CH2:12][CH:11]=[CH:10]2)=[O:4]. (4) Given the product [Cl:26][C:24]1[C:23]([Cl:27])=[CH:22][C:21]2[N:17]([C:14]3[CH:13]=[CH:12][C:11]([CH2:10][CH2:9][NH:8][OH:30])=[CH:16][CH:15]=3)[C:18]([CH2:28][CH3:29])=[N:19][C:20]=2[CH:25]=1, predict the reactants needed to synthesize it. The reactants are: C(OC([N:8]([O:30]C(OC(C)(C)C)=O)[CH2:9][CH2:10][C:11]1[CH:16]=[CH:15][C:14]([N:17]2[C:21]3[CH:22]=[C:23]([Cl:27])[C:24]([Cl:26])=[CH:25][C:20]=3[N:19]=[C:18]2[CH2:28][CH3:29])=[CH:13][CH:12]=1)=O)(C)(C)C.Cl.O.C(=O)(O)[O-].[Na+]. (5) Given the product [F:12][C:10]1[CH:9]=[C:8]([F:13])[CH:7]=[C:6]2[C:11]=1[C:2]([NH:36][C:32]1[CH:33]=[N:34][CH:35]=[C:30]([N:27]3[CH2:28][CH2:29][O:24][CH2:25][CH2:26]3)[CH:31]=1)=[C:3]([CH3:23])[C:4]([C:14]1[CH:19]=[CH:18][CH:17]=[CH:16][C:15]=1[S:20]([CH3:22])=[O:21])=[N:5]2, predict the reactants needed to synthesize it. The reactants are: Cl[C:2]1[C:11]2[C:6](=[CH:7][C:8]([F:13])=[CH:9][C:10]=2[F:12])[N:5]=[C:4]([C:14]2[CH:19]=[CH:18][CH:17]=[CH:16][C:15]=2[S:20]([CH3:22])=[O:21])[C:3]=1[CH3:23].[O:24]1[CH2:29][CH2:28][N:27]([C:30]2[CH:31]=[C:32]([NH2:36])[CH:33]=[N:34][CH:35]=2)[CH2:26][CH2:25]1. (6) Given the product [Cl:13][C:14]1[CH:19]=[C:18]([CH:17]=[CH:16][CH:15]=1)[C:2]1[C:11](=[O:12])[C:10]2[C:5](=[CH:6][CH:7]=[CH:8][CH:9]=2)[O:4][CH:3]=1, predict the reactants needed to synthesize it. The reactants are: Br[C:2]1[C:11](=[O:12])[C:10]2[C:5](=[CH:6][CH:7]=[CH:8][CH:9]=2)[O:4][CH:3]=1.[Cl:13][C:14]1[CH:15]=[C:16](B(O)O)[CH:17]=[CH:18][CH:19]=1.C([O-])([O-])=O.[K+].[K+].C1COCC1. (7) Given the product [CH3:39][C:40]1[CH:46]=[CH:45][C:43]([NH:44][C:14]([C:1]2[C:13]3[NH:12][C:11]4[C:6](=[CH:7][CH:8]=[CH:9][CH:10]=4)[C:5]=3[CH:4]=[CH:3][CH:2]=2)=[O:16])=[CH:42][C:41]=1[C:47]1[CH:52]=[N:51][CH:50]=[N:49][CH:48]=1, predict the reactants needed to synthesize it. The reactants are: [C:1]1([C:14]([OH:16])=O)[C:13]2[NH:12][C:11]3[C:6](=[CH:7][CH:8]=[CH:9][CH:10]=3)[C:5]=2[CH:4]=[CH:3][CH:2]=1.ON1C2C=CC=CC=2N=N1.Cl.C(N=C=NCCCN(C)C)C.[CH3:39][C:40]1[CH:46]=[CH:45][C:43]([NH2:44])=[CH:42][C:41]=1[C:47]1[CH:48]=[N:49][CH:50]=[N:51][CH:52]=1.